The task is: Predict the reaction yield, written as a fraction of the theoretical maximum amount of product (1.0 means a 100% yield; for example, 0.34 means a 34% yield).. This data is from Reaction yield outcomes from USPTO patents with 853,638 reactions. The reactants are C(OC([N:8]=[C:9]1[N:13]([CH:14]([CH2:20][CH3:21])[C:15]([O:17][CH2:18][CH3:19])=[O:16])[C:12]2[CH:22]=[CH:23][CH:24]=[CH:25][C:11]=2[S:10]1)=O)(C)(C)C.Cl. The catalyst is C(OCC)(=O)C. The product is [NH:8]=[C:9]1[N:13]([CH:14]([CH2:20][CH3:21])[C:15]([O:17][CH2:18][CH3:19])=[O:16])[C:12]2[CH:22]=[CH:23][CH:24]=[CH:25][C:11]=2[S:10]1. The yield is 0.920.